This data is from Reaction yield outcomes from USPTO patents with 853,638 reactions. The task is: Predict the reaction yield, written as a fraction of the theoretical maximum amount of product (1.0 means a 100% yield; for example, 0.34 means a 34% yield). (1) The reactants are Cl[C:2]1[CH:7]=[CH:6][C:5]([S:8]([NH2:11])(=[O:10])=[O:9])=[CH:4][CH:3]=1.[F:12][C:13]1[CH:18]=[C:17]([F:19])[CH:16]=[CH:15][C:14]=1B(O)O.C([O-])([O-])=O.[K+].[K+]. The catalyst is CC([O-])=O.CC([O-])=O.[Pd+2].C1(P(C2CCCCC2)C2C=CC=CC=2C2C(OC)=CC=C(S([O-])(=O)=O)C=2OC)CCCCC1.[Na+].O. The product is [F:12][C:13]1[CH:18]=[C:17]([F:19])[CH:16]=[CH:15][C:14]=1[C:2]1[CH:7]=[CH:6][C:5]([S:8]([NH2:11])(=[O:10])=[O:9])=[CH:4][CH:3]=1. The yield is 0.960. (2) The reactants are [CH2:1]([O:3][C:4](=[O:32])[CH:5]([C:21]1[N:22]=[CH:23][N:24]([CH:26]2[CH2:31][CH2:30][CH2:29][CH2:28][CH2:27]2)[CH:25]=1)[CH2:6][C:7]1[CH:8]=[N:9][C:10]([NH:13]C(OC(C)(C)C)=O)=[CH:11][CH:12]=1)[CH3:2].Cl. The catalyst is C(O)C. The product is [CH2:1]([O:3][C:4](=[O:32])[CH:5]([C:21]1[N:22]=[CH:23][N:24]([CH:26]2[CH2:27][CH2:28][CH2:29][CH2:30][CH2:31]2)[CH:25]=1)[CH2:6][C:7]1[CH:8]=[N:9][C:10]([NH2:13])=[CH:11][CH:12]=1)[CH3:2]. The yield is 0.990. (3) The yield is 0.910. The product is [NH:8]1[CH2:13][CH2:12][CH:11]([N:14]2[CH2:19][CH2:18][O:17][CH2:16][CH2:15]2)[CH2:10][CH2:9]1. The reactants are C([N:8]1[CH2:13][CH2:12][CH:11]([N:14]2[CH2:19][CH2:18][O:17][CH2:16][CH2:15]2)[CH2:10][CH2:9]1)C1C=CC=CC=1.Cl. The catalyst is CO.[OH-].[OH-].[Pd+2]. (4) The reactants are [C:1]([CH2:3][N:4]1[CH2:8][CH2:7][N:6]([CH2:9][C:10]#[N:11])[CH:5]1[C:12]1[CH:17]=[CH:16][CH:15]=[CH:14][CH:13]=1)#[N:2].[CH2:18]1[CH2:22]O[CH2:20][CH2:19]1. No catalyst specified. The product is [CH:20](=[N:11][CH2:10][CH2:9][N:6]1[CH2:7][CH2:8][N:4]([CH2:3][CH2:1][N:2]=[CH:22][C:18]2[CH:16]=[CH:15][CH:14]=[CH:20][CH:19]=2)[CH:5]1[C:12]1[CH:17]=[CH:16][CH:15]=[CH:14][CH:13]=1)[C:19]1[CH:13]=[CH:12][CH:5]=[CH:22][CH:18]=1. The yield is 0.848. (5) The reactants are I.[CH3:2][C:3]1([NH:16][C:17](SC)=[NH:18])[CH2:8][CH2:7][N:6]([C:9]2[CH:14]=[C:13]([CH3:15])[N:12]=[CH:11][N:10]=2)[CH2:5][CH2:4]1.Cl[CH2:22][CH2:23][CH2:24][CH:25]([C:29]1[CH:34]=[CH:33][C:32]([F:35])=[C:31]([F:36])[CH:30]=1)[C:26](O)=O.C(Cl)CCl.O.O[N:43]1C2C=CC=CC=2N=[N:44]1.CCN(C(C)C)C(C)C.NN. The catalyst is CN(C=O)C.O. The product is [F:36][C:31]1[CH:30]=[C:29]([CH:25]2[CH2:24][CH2:23][CH2:22][N:43]3[N:44]=[C:17]([NH:16][C:3]4([CH3:2])[CH2:8][CH2:7][N:6]([C:9]5[CH:14]=[C:13]([CH3:15])[N:12]=[CH:11][N:10]=5)[CH2:5][CH2:4]4)[N:18]=[C:26]23)[CH:34]=[CH:33][C:32]=1[F:35]. The yield is 0.0100. (6) The product is [ClH:3].[N:14]1([CH:19]2[CH2:24][CH2:23][N:22]([P:1]([Cl:5])([Cl:3])=[O:2])[CH2:21][CH2:20]2)[CH2:18][CH2:17][CH2:16][CH2:15]1. The yield is 0.910. The catalyst is C(Cl)Cl. The reactants are [P:1]([Cl:5])(Cl)([Cl:3])=[O:2].N1C(C)=CC=CC=1C.[N:14]1([CH:19]2[CH2:24][CH2:23][NH:22][CH2:21][CH2:20]2)[CH2:18][CH2:17][CH2:16][CH2:15]1.